Dataset: CYP2C19 inhibition data for predicting drug metabolism from PubChem BioAssay. Task: Regression/Classification. Given a drug SMILES string, predict its absorption, distribution, metabolism, or excretion properties. Task type varies by dataset: regression for continuous measurements (e.g., permeability, clearance, half-life) or binary classification for categorical outcomes (e.g., BBB penetration, CYP inhibition). Dataset: cyp2c19_veith. The molecule is CC(=O)N1CCC2(CC1)CCN(c1cccc(-c3ccccc3)c1)CC2. The result is 0 (non-inhibitor).